This data is from Full USPTO retrosynthesis dataset with 1.9M reactions from patents (1976-2016). The task is: Predict the reactants needed to synthesize the given product. (1) The reactants are: [Si:1]([C:8]1[S:9][CH:10]=[C:11]([CH2:13][C@H:14]2[C@@H:18]([CH2:19][O:20][Si:21]([C:24]([CH3:27])([CH3:26])[CH3:25])([CH3:23])[CH3:22])[O:17][C:16]([CH3:29])([CH3:28])[N:15]2[C:30]([O:32][C:33]([CH3:36])([CH3:35])[CH3:34])=[O:31])[N:12]=1)([C:4]([CH3:7])([CH3:6])[CH3:5])([CH3:3])[CH3:2].[Li+].[CH3:38][CH2:39][CH2:40][CH2-].ICCC. Given the product [Si:1]([C:8]1[S:9][C:10]([CH2:38][CH2:39][CH3:40])=[C:11]([CH2:13][C@H:14]2[C@@H:18]([CH2:19][O:20][Si:21]([C:24]([CH3:25])([CH3:27])[CH3:26])([CH3:23])[CH3:22])[O:17][C:16]([CH3:29])([CH3:28])[N:15]2[C:30]([O:32][C:33]([CH3:36])([CH3:35])[CH3:34])=[O:31])[N:12]=1)([C:4]([CH3:6])([CH3:7])[CH3:5])([CH3:2])[CH3:3], predict the reactants needed to synthesize it. (2) Given the product [OH:33][CH2:32][CH2:31][N:30]([CH2:29][C:24]1[CH:25]=[CH:26][CH:27]=[CH:28][N:23]=1)[C:19](=[O:21])[CH2:18][N:10]([S:7]([C:2]1[C:1]([CH3:22])=[CH:6][CH:5]=[CH:4][CH:3]=1)(=[O:8])=[O:9])[C:11]1[CH:12]=[CH:13][C:14]([CH3:17])=[CH:15][CH:16]=1, predict the reactants needed to synthesize it. The reactants are: [C:1]1([CH3:22])[C:2]([S:7]([N:10]([CH2:18][C:19]([OH:21])=O)[C:11]2[CH:16]=[CH:15][C:14]([CH3:17])=[CH:13][CH:12]=2)(=[O:9])=[O:8])=[CH:3][CH:4]=[CH:5][CH:6]=1.[N:23]1[CH:28]=[CH:27][CH:26]=[CH:25][C:24]=1[CH2:29][NH:30][CH2:31][CH2:32][OH:33]. (3) Given the product [CH3:20][C:19]([C:22]1[CH:23]=[CH:24][C:25]([NH:28][C:29]([NH:18][C:10]2[CH:11]=[CH:12][C:13]([S:14]([NH2:17])(=[O:15])=[O:16])=[CH:8][CH:9]=2)=[O:30])=[CH:26][CH:27]=1)=[O:21], predict the reactants needed to synthesize it. The reactants are: NC1C=CC([C:8]2[C:13]([S:14]([NH2:17])(=[O:16])=[O:15])=[CH:12][CH:11]=[C:10]([NH2:18])[CH:9]=2)=CC=1.[C:19]([C:22]1[CH:27]=[CH:26][C:25]([N:28]=[C:29]=[O:30])=[CH:24][CH:23]=1)(=[O:21])[CH3:20].[K+].[Br-].NC(N)=O. (4) Given the product [CH:1]1([CH2:4][N:5]2[CH2:10][CH2:9][N:8]([C:12]3[CH:17]=[CH:16][C:15]([N+:18]([O-:20])=[O:19])=[CH:14][C:13]=3[CH2:21][CH3:22])[CH2:7][CH2:6]2)[CH2:3][CH2:2]1, predict the reactants needed to synthesize it. The reactants are: [CH:1]1([CH2:4][N:5]2[CH2:10][CH2:9][NH:8][CH2:7][CH2:6]2)[CH2:3][CH2:2]1.F[C:12]1[CH:17]=[CH:16][C:15]([N+:18]([O-:20])=[O:19])=[CH:14][C:13]=1[CH3:21].[CH:22](N(CC)C(C)C)(C)C. (5) Given the product [OH:11][CH:10]1[CH2:9][CH2:8][C@H:7]([CH2:12][C:13]([OH:15])=[O:14])[C@H:6]1[CH2:5]/[CH:4]=[CH:3]\[CH2:2][CH3:1], predict the reactants needed to synthesize it. The reactants are: [CH3:1][CH2:2]/[CH:3]=[CH:4]\[CH2:5][CH:6]1[C:10](=[O:11])[CH2:9][CH2:8][CH:7]1[CH2:12][C:13]([OH:15])=[O:14].O. (6) Given the product [CH:14]1([C:12]([C:6]2[CH:7]=[N:8][C:9]3[C:4]([C:5]=2[NH:17][C:18]2[CH:23]=[CH:22][C:21]([CH2:24][N:25]4[CH2:26][CH2:27][N:28]([CH3:31])[CH2:29][CH2:30]4)=[CH:20][CH:19]=2)=[CH:3][C:2]([C:37]2[CH:38]=[C:33]([Cl:32])[C:34]([OH:49])=[C:35]([Cl:48])[CH:36]=2)=[CH:11][CH:10]=3)=[O:13])[CH2:15][CH2:16]1, predict the reactants needed to synthesize it. The reactants are: Br[C:2]1[CH:3]=[C:4]2[C:9](=[CH:10][CH:11]=1)[N:8]=[CH:7][C:6]([C:12]([CH:14]1[CH2:16][CH2:15]1)=[O:13])=[C:5]2[NH:17][C:18]1[CH:23]=[CH:22][C:21]([CH2:24][N:25]2[CH2:30][CH2:29][N:28]([CH3:31])[CH2:27][CH2:26]2)=[CH:20][CH:19]=1.[Cl:32][C:33]1[CH:38]=[C:37](B2OC(C)(C)C(C)(C)O2)[CH:36]=[C:35]([Cl:48])[C:34]=1[OH:49]. (7) Given the product [CH3:1][Si:2]([CH3:28])([CH3:27])[CH2:3][CH2:4][O:5][CH2:6][N:7]1[C:16]2[C:15]3[CH:17]=[CH:18][CH:19]=[CH:20][C:14]=3[O:13][C:12]3[CH:21]=[CH:22][CH:23]=[CH:24][C:11]=3[C:10]=2[CH:9]=[C:8]1[CH2:25][OH:26], predict the reactants needed to synthesize it. The reactants are: [CH3:1][Si:2]([CH3:28])([CH3:27])[CH2:3][CH2:4][O:5][CH2:6][N:7]1[C:16]2[C:15]3[CH:17]=[CH:18][CH:19]=[CH:20][C:14]=3[O:13][C:12]3[CH:21]=[CH:22][CH:23]=[CH:24][C:11]=3[C:10]=2[CH:9]=[C:8]1[CH:25]=[O:26].[BH4-].[Na+]. (8) Given the product [F:12][C:9]([F:10])([F:11])[C:7]1[CH:6]=[C:5]([C:13]2([C:33]([F:34])([F:35])[F:36])[CH2:17][CH2:16][N:15]([C:18]3[N:19]=[C:20]([C:29]([F:30])([F:31])[F:32])[C:21]([CH2:22][OH:23])=[CH:27][CH:28]=3)[CH2:14]2)[CH:4]=[C:3]([C:2]([F:38])([F:37])[F:1])[CH:8]=1, predict the reactants needed to synthesize it. The reactants are: [F:1][C:2]([F:38])([F:37])[C:3]1[CH:4]=[C:5]([C:13]2([C:33]([F:36])([F:35])[F:34])[CH2:17][CH2:16][N:15]([C:18]3[CH:28]=[CH:27][C:21]([C:22](OCC)=[O:23])=[C:20]([C:29]([F:32])([F:31])[F:30])[N:19]=3)[CH2:14]2)[CH:6]=[C:7]([C:9]([F:12])([F:11])[F:10])[CH:8]=1.ClCCl.[H-].C([Al+]CC(C)C)C(C)C.O.O.O.O.O.O.O.O.O.O.S([O-])([O-])(=O)=O.[Na+].[Na+]. (9) Given the product [N:8]1[C:9]2[C:14](=[CH:13][CH:12]=[CH:11][CH:10]=2)[CH:15]=[CH:16][CH:7]=1.[O:6]1[CH2:2][CH2:3][N:4]=[CH:5]1, predict the reactants needed to synthesize it. The reactants are: O[CH2:2][CH2:3][NH:4][C:5]([C:7]1[CH:16]=[CH:15][C:14]2[C:9](=[CH:10][CH:11]=[CH:12][CH:13]=2)[N:8]=1)=[O:6].C1(C)C=CC(S(Cl)(=O)=O)=CC=1.C(N(CC)CC)C. (10) Given the product [CH2:3]([O:30][C@@H:31]([CH2:27][CH2:28][CH2:29][CH2:19][CH2:18][CH2:17][CH2:16][CH2:15][CH2:14][CH3:13])[CH2:25][OH:24])[C:4]1[CH:9]=[CH:8][CH:7]=[CH:6][CH:5]=1, predict the reactants needed to synthesize it. The reactants are: [H-].[Na+].[CH2:3](Cl)[C:4]1[CH:9]=[CH:8][CH:7]=[CH:6][CH:5]=1.[NH4+].[Cl-].[CH3:13][C:14]1[CH:15]=[CH:16][C:17](S(O)(=O)=O)=[CH:18][CH:19]=1.[OH2:24].[CH3:25]O.[CH2:27]1[CH2:31][O:30][CH2:29][CH2:28]1.